Dataset: NCI-60 drug combinations with 297,098 pairs across 59 cell lines. Task: Regression. Given two drug SMILES strings and cell line genomic features, predict the synergy score measuring deviation from expected non-interaction effect. Drug 1: CN(C)C1=NC(=NC(=N1)N(C)C)N(C)C. Drug 2: COC1=C2C(=CC3=C1OC=C3)C=CC(=O)O2. Cell line: K-562. Synergy scores: CSS=-10.3, Synergy_ZIP=3.03, Synergy_Bliss=-7.37, Synergy_Loewe=-9.85, Synergy_HSA=-11.7.